Predict which catalyst facilitates the given reaction. From a dataset of Catalyst prediction with 721,799 reactions and 888 catalyst types from USPTO. Reactant: C[O-].[Na+].[CH3:4][O:5][C:6]1[CH:11]=[CH:10][CH:9]=[CH:8][C:7]=1[C:12]([NH2:14])=[NH:13].C[O:16][C:17](=O)[CH2:18][C:19]([CH3:21])=O. Product: [CH3:21][C:19]1[NH:14][C:12]([C:7]2[CH:8]=[CH:9][CH:10]=[CH:11][C:6]=2[O:5][CH3:4])=[N:13][C:17](=[O:16])[CH:18]=1. The catalyst class is: 71.